The task is: Binary Classification. Given a drug SMILES string, predict its activity (active/inactive) in a high-throughput screening assay against a specified biological target.. This data is from HIV replication inhibition screening data with 41,000+ compounds from the AIDS Antiviral Screen. (1) The compound is CCOc1ccc(NC(=O)C(=NN)C(C(=O)OC)c2nc3ccc(Cl)cc3nc2O)cc1. The result is 0 (inactive). (2) The compound is CCOC(=O)C(=Cc1cccc(F)c1)C(C)=O. The result is 0 (inactive). (3) The drug is C=CCOC(=O)Cn1cnc2c(N)ncnc21. The result is 0 (inactive). (4) The molecule is O=C(CCC(CC(=O)c1ccc(Cl)cc1)=NO)Nc1cccc(Cl)c1. The result is 0 (inactive).